From a dataset of Full USPTO retrosynthesis dataset with 1.9M reactions from patents (1976-2016). Predict the reactants needed to synthesize the given product. (1) Given the product [ClH:42].[ClH:42].[NH2:8][CH2:9][CH2:10][CH2:11][CH2:12][CH2:13][C:14]([N:16]([CH3:41])[CH2:17][CH2:18][N:19]1[CH2:20][CH2:21][CH:22]([N:25]([C:29]2[CH:34]=[CH:33][CH:32]=[CH:31][C:30]=2[C:35]2[CH:36]=[CH:37][CH:38]=[CH:39][CH:40]=2)[C:26](=[O:27])[OH:28])[CH2:23][CH2:24]1)=[O:15], predict the reactants needed to synthesize it. The reactants are: C(OC([NH:8][CH2:9][CH2:10][CH2:11][CH2:12][CH2:13][C:14]([N:16]([CH3:41])[CH2:17][CH2:18][N:19]1[CH2:24][CH2:23][CH:22]([N:25]([C:29]2[CH:34]=[CH:33][CH:32]=[CH:31][C:30]=2[C:35]2[CH:40]=[CH:39][CH:38]=[CH:37][CH:36]=2)[C:26](=[O:28])[O-:27])[CH2:21][CH2:20]1)=[O:15])=O)(C)(C)C.[ClH:42].O1CCOCC1. (2) Given the product [CH3:1][O:2][C:3]1[C:12]([NH:13][C:14]([N:30]2[CH2:31][CH2:32][N:27]([C:22]3[CH:23]=[CH:24][CH:25]=[CH:26][C:21]=3[CH3:20])[CH2:28][CH2:29]2)=[O:18])=[N:11][C:10]2[C:5](=[CH:6][CH:7]=[C:8]([CH3:19])[CH:9]=2)[N:4]=1, predict the reactants needed to synthesize it. The reactants are: [CH3:1][O:2][C:3]1[C:12]([NH:13][C:14](=[O:18])OCC)=[N:11][C:10]2[C:5](=[CH:6][CH:7]=[C:8]([CH3:19])[CH:9]=2)[N:4]=1.[CH3:20][C:21]1[CH:26]=[CH:25][CH:24]=[CH:23][C:22]=1[N:27]1[CH2:32][CH2:31][NH:30][CH2:29][CH2:28]1. (3) Given the product [ClH:21].[NH:10]1[CH2:11][CH2:12][CH2:13][C@@H:8]([C:6]([N:1]2[CH2:2][CH2:3][CH2:4][CH2:5]2)=[O:7])[CH2:9]1, predict the reactants needed to synthesize it. The reactants are: [N:1]1([C:6]([C@@H:8]2[CH2:13][CH2:12][CH2:11][N:10](C(OC(C)(C)C)=O)[CH2:9]2)=[O:7])[CH2:5][CH2:4][CH2:3][CH2:2]1.[ClH:21].O1CCOCC1.